Dataset: Reaction yield outcomes from USPTO patents with 853,638 reactions. Task: Predict the reaction yield, written as a fraction of the theoretical maximum amount of product (1.0 means a 100% yield; for example, 0.34 means a 34% yield). (1) The product is [F:1][C:2]1[CH:3]=[CH:4][C:5]([C:8]2[N:12]([CH3:13])[N:11]=[CH:10][C:9]=2/[CH:14]=[CH:15]/[C:16]([NH:18][C:19]2[CH:35]=[CH:34][C:22]([CH2:23][C:24]3[S:25][CH:26]=[C:27]([C:29]([OH:31])=[O:30])[N:28]=3)=[CH:21][CH:20]=2)=[O:17])=[CH:6][CH:7]=1. The yield is 0.800. The catalyst is O.C(O)C. The reactants are [F:1][C:2]1[CH:7]=[CH:6][C:5]([C:8]2[N:12]([CH3:13])[N:11]=[CH:10][C:9]=2/[CH:14]=[CH:15]/[C:16]([NH:18][C:19]2[CH:35]=[CH:34][C:22]([CH2:23][C:24]3[S:25][CH:26]=[C:27]([C:29]([O:31]CC)=[O:30])[N:28]=3)=[CH:21][CH:20]=2)=[O:17])=[CH:4][CH:3]=1.[OH-].[Na+].O1CCCC1.Cl. (2) The reactants are [CH2:1]([O:8][C:9]1[CH:14]=[CH:13][N:12]([CH2:15][C:16]2[CH:21]=[CH:20][CH:19]=[C:18]([F:22])[CH:17]=2)[C:11](=[O:23])[CH:10]=1)[C:2]1[CH:7]=[CH:6][CH:5]=[CH:4][CH:3]=1.IN1C(=O)CC[C:26]1=O. The catalyst is C(#N)C. The product is [CH2:1]([O:8][C:9]1[CH:14]=[CH:13][N:12]([CH2:15][C:16]2[CH:21]=[CH:20][CH:19]=[C:18]([F:22])[CH:17]=2)[C:11](=[O:23])[C:10]=1[CH3:26])[C:2]1[CH:7]=[CH:6][CH:5]=[CH:4][CH:3]=1. The yield is 0.900. (3) The catalyst is CO. The reactants are [CH3:1][C:2](=[CH2:30])[C:3]([N:5]1[C@@:9]2([CH2:13][CH2:12][N:11]([C@@H:14]([C:19]([O:21]CC3C=CC=CC=3)=[O:20])[CH2:15][CH:16]([CH3:18])[CH3:17])[C:10]2=[O:29])[CH2:8][CH2:7][CH2:6]1)=[O:4].[OH-].[Na+].O. The yield is 0.850. The product is [CH3:30][C:2](=[CH2:1])[C:3]([N:5]1[C@@:9]2([CH2:13][CH2:12][N:11]([C@@H:14]([C:19]([OH:21])=[O:20])[CH2:15][CH:16]([CH3:18])[CH3:17])[C:10]2=[O:29])[CH2:8][CH2:7][CH2:6]1)=[O:4]. (4) The reactants are [C:1](N1C=CN=C1)(N1C=CN=C1)=[O:2].[Cl:13][C:14]1[CH:19]=[CH:18][C:17]([C:20]2[C:21]([C:28]3[CH:33]=[CH:32][N:31]=[CH:30][CH:29]=3)=[C:22]([NH:26][NH2:27])[N:23]=[N:24][CH:25]=2)=[CH:16][CH:15]=1. The catalyst is C1COCC1. The product is [Cl:13][C:14]1[CH:15]=[CH:16][C:17]([C:20]2[CH:25]=[N:24][N:23]3[C:1](=[O:2])[NH:27][N:26]=[C:22]3[C:21]=2[C:28]2[CH:33]=[CH:32][N:31]=[CH:30][CH:29]=2)=[CH:18][CH:19]=1. The yield is 0.910. (5) The reactants are [CH3:1][O:2][C:3]1[C:8]([CH2:9][N:10]2[CH2:15][CH2:14][C:13]([CH2:18][CH2:19][C:20]3[CH:25]=[CH:24][CH:23]=[CH:22][CH:21]=3)([CH2:16][OH:17])[CH2:12][CH2:11]2)=[CH:7][CH:6]=[CH:5][N:4]=1.C1(P(C2C=CC=CC=2)C2C=CC=CC=2)C=CC=CC=1.[F:45][C:46]1[CH:51]=[CH:50][CH:49]=[CH:48][C:47]=1O.N(C(OCC)=O)=NC(OCC)=O. The catalyst is O1CCCC1. The product is [F:45][C:46]1[CH:51]=[CH:50][CH:49]=[CH:48][C:47]=1[O:17][CH2:16][C:13]1([CH2:18][CH2:19][C:20]2[CH:21]=[CH:22][CH:23]=[CH:24][CH:25]=2)[CH2:12][CH2:11][N:10]([CH2:9][C:8]2[C:3]([O:2][CH3:1])=[N:4][CH:5]=[CH:6][CH:7]=2)[CH2:15][CH2:14]1. The yield is 0.0700.